Dataset: Full USPTO retrosynthesis dataset with 1.9M reactions from patents (1976-2016). Task: Predict the reactants needed to synthesize the given product. (1) The reactants are: [Cl:1][C:2]1[CH:8]=[CH:7][C:5]([NH2:6])=[CH:4][C:3]=1[C:9]1[CH:14]=[CH:13][CH:12]=[CH:11][N:10]=1.[N:15]1([C:20]2[CH:28]=[CH:27][C:23]([C:24](O)=[O:25])=[CH:22][CH:21]=2)[CH:19]=[N:18][N:17]=[N:16]1. Given the product [Cl:1][C:2]1[CH:8]=[CH:7][C:5]([NH:6][C:24](=[O:25])[C:23]2[CH:27]=[CH:28][C:20]([N:15]3[CH:19]=[N:18][N:17]=[N:16]3)=[CH:21][CH:22]=2)=[CH:4][C:3]=1[C:9]1[CH:14]=[CH:13][CH:12]=[CH:11][N:10]=1, predict the reactants needed to synthesize it. (2) Given the product [F:1][C:2]1[CH:22]=[C:21]([S:23]([CH3:26])(=[O:24])=[O:25])[CH:20]=[CH:19][C:3]=1[O:4][C:5]1[N:6]=[CH:7][N:8]=[C:9]([O:12][CH:13]2[CH2:18][CH2:17][N:16]([C:32]([CH:28]3[CH2:29][CH2:30][CH2:31][O:27]3)=[O:33])[CH2:15][CH2:14]2)[C:10]=1[CH3:11], predict the reactants needed to synthesize it. The reactants are: [F:1][C:2]1[CH:22]=[C:21]([S:23]([CH3:26])(=[O:25])=[O:24])[CH:20]=[CH:19][C:3]=1[O:4][C:5]1[C:10]([CH3:11])=[C:9]([O:12][CH:13]2[CH2:18][CH2:17][NH:16][CH2:15][CH2:14]2)[N:8]=[CH:7][N:6]=1.[O:27]1[CH2:31][CH2:30][CH2:29][CH:28]1[C:32](O)=[O:33].CN(C(ON1N=NC2C=CC=NC1=2)=[N+](C)C)C.F[P-](F)(F)(F)(F)F. (3) Given the product [CH:1]1([NH:4][C:5](=[O:6])[NH:7][C:8]2[CH:13]=[CH:12][C:11]([O:14][C:15]3[CH:20]=[CH:19][N:18]=[C:17]4[CH:21]=[C:22]([C:24]5[N:25]=[CH:26][C:27]([CH2:30][N:31]6[CH2:32][CH2:33][N:34]([C:44]([O:45][C:46]7[CH:47]=[CH:48][C:49]([N+:52]([O-:54])=[O:53])=[CH:50][CH:51]=7)=[O:55])[CH2:35][CH2:36]6)=[CH:28][CH:29]=5)[S:23][C:16]=34)=[C:10]([F:37])[CH:9]=2)[CH2:3][CH2:2]1, predict the reactants needed to synthesize it. The reactants are: [CH:1]1([NH:4][C:5]([NH:7][C:8]2[CH:13]=[CH:12][C:11]([O:14][C:15]3[CH:20]=[CH:19][N:18]=[C:17]4[CH:21]=[C:22]([C:24]5[CH:29]=[CH:28][C:27]([CH2:30][N:31]6[CH2:36][CH2:35][NH:34][CH2:33][CH2:32]6)=[CH:26][N:25]=5)[S:23][C:16]=34)=[C:10]([F:37])[CH:9]=2)=[O:6])[CH2:3][CH2:2]1.N1C=CC=CC=1.[C:44](Cl)(=[O:55])[O:45][C:46]1[CH:51]=[CH:50][C:49]([N+:52]([O-:54])=[O:53])=[CH:48][CH:47]=1. (4) Given the product [OH:1][C:2]1[CH:7]=[CH:6][C:5]([NH:8][S:9]([CH3:12])(=[O:10])=[O:11])=[CH:4][C:3]=1[C:13]1[C:21]2[C:20]([NH:22][C@H:23]([C:25]3[N:30]([C:31]4[CH:36]=[CH:35][CH:34]=[CH:33][CH:32]=4)[C:29](=[O:37])[C:28]4=[C:38]([CH3:41])[CH:39]=[CH:40][N:27]4[N:26]=3)[CH3:24])=[N:19][CH:18]=[N:17][C:16]=2[NH:15][CH:14]=1, predict the reactants needed to synthesize it. The reactants are: [OH:1][C:2]1[CH:7]=[CH:6][C:5]([NH:8][S:9]([CH3:12])(=[O:11])=[O:10])=[CH:4][C:3]=1[C:13]1[C:21]2[C:20]([NH:22][C@H:23]([C:25]3[N:30]([C:31]4[CH:36]=[CH:35][CH:34]=[CH:33][CH:32]=4)[C:29](=[O:37])[C:28]4=[C:38]([CH3:41])[CH:39]=[CH:40][N:27]4[N:26]=3)[CH3:24])=[N:19][CH:18]=[N:17][C:16]=2[N:15](COCC[Si](C)(C)C)[CH:14]=1.FC(F)(F)C(O)=O.N.